The task is: Predict the reaction yield, written as a fraction of the theoretical maximum amount of product (1.0 means a 100% yield; for example, 0.34 means a 34% yield).. This data is from Reaction yield outcomes from USPTO patents with 853,638 reactions. The reactants are [CH2:1]([O:3][C:4](=[O:12])[C:5]1[CH:10]=[CH:9][CH:8]=[N:7][C:6]=1Cl)[CH3:2].Cl.[CH2:14]([O:21][NH2:22])[C:15]1[CH:20]=[CH:19][CH:18]=[CH:17][CH:16]=1.C(N(CC)C(C)C)(C)C. The catalyst is O1CCOCC1. The product is [CH2:14]([O:21][NH:22][C:6]1[N:7]=[CH:8][CH:9]=[CH:10][C:5]=1[C:4]([O:3][CH2:1][CH3:2])=[O:12])[C:15]1[CH:20]=[CH:19][CH:18]=[CH:17][CH:16]=1. The yield is 0.530.